This data is from Catalyst prediction with 721,799 reactions and 888 catalyst types from USPTO. The task is: Predict which catalyst facilitates the given reaction. (1) Reactant: Cl.[C:2]([NH:9][CH2:10][CH2:11][CH2:12][CH2:13][CH2:14][CH2:15][NH2:16])([O:4][C:5]([CH3:8])([CH3:7])[CH3:6])=[O:3].C(N(CC)CC)C.[N+:24]([C:27]1[CH:32]=[CH:31][CH:30]=[CH:29][C:28]=1[S:33](Cl)(=[O:35])=[O:34])([O-:26])=[O:25]. Product: [C:5]([O:4][C:2](=[O:3])[NH:9][CH2:10][CH2:11][CH2:12][CH2:13][CH2:14][CH2:15][NH:16][S:33]([C:28]1[CH:29]=[CH:30][CH:31]=[CH:32][C:27]=1[N+:24]([O-:26])=[O:25])(=[O:34])=[O:35])([CH3:6])([CH3:7])[CH3:8]. The catalyst class is: 2. (2) Reactant: [NH2:1][C@@H:2]([C:4]1[CH:5]=[C:6]([OH:10])[CH:7]=[CH:8][CH:9]=1)[CH3:3].[C:11](O[C:11]([O:13][C:14]([CH3:17])([CH3:16])[CH3:15])=[O:12])([O:13][C:14]([CH3:17])([CH3:16])[CH3:15])=[O:12].C(N(CC)CC)C. Product: [C:14]([O:13][C:11](=[O:12])[NH:1][C@@H:2]([C:4]1[CH:9]=[CH:8][CH:7]=[C:6]([OH:10])[CH:5]=1)[CH3:3])([CH3:17])([CH3:16])[CH3:15]. The catalyst class is: 2. (3) Reactant: [CH3:1][O:2][C:3]1[CH:14]=[C:13]([O:15][CH2:16][C:17]2[C:18]([CH3:29])=[C:19]([C:23]3[CH:28]=[CH:27][CH:26]=[CH:25][CH:24]=3)[CH:20]=[CH:21][CH:22]=2)[CH:12]=[C:11]([O:30][CH3:31])[C:4]=1[CH2:5][N:6]([CH3:10])[CH2:7][CH2:8][NH2:9].CCN(C(C)C)C(C)C.Cl[C:42](=[O:50])/[CH:43]=[CH:44]/[C:45]([O:47][CH2:48][CH3:49])=[O:46]. Product: [CH3:31][O:30][C:11]1[CH:12]=[C:13]([O:15][CH2:16][C:17]2[CH:22]=[CH:21][CH:20]=[C:19]([C:23]3[CH:28]=[CH:27][CH:26]=[CH:25][CH:24]=3)[C:18]=2[CH3:29])[CH:14]=[C:3]([O:2][CH3:1])[C:4]=1[CH2:5][N:6]([CH3:10])[CH2:7][CH2:8][NH:9][C:42](/[CH:43]=[CH:44]/[C:45]([O:47][CH2:48][CH3:49])=[O:46])=[O:50]. The catalyst class is: 4. (4) Reactant: [Br:1][C:2]1[CH:8]=[CH:7][C:5]([NH2:6])=[CH:4][CH:3]=1.C([N:11]([CH2:14][CH3:15])[CH2:12][CH3:13])C.[CH3:16]C(OC(O[C:24]([O:26][C:27]([CH3:30])([CH3:29])[CH3:28])=[O:25])=O)(C)C. Product: [N:11]1[CH:12]=[CH:13][C:16]([C:2]2[CH:8]=[CH:7][C:5]([NH2:6])=[CH:4][CH:3]=2)=[CH:15][CH:14]=1.[Br:1][C:2]1[CH:8]=[CH:7][C:5]([NH:6][C:24](=[O:25])[O:26][C:27]([CH3:28])([CH3:29])[CH3:30])=[CH:4][CH:3]=1. The catalyst class is: 79. (5) Reactant: [O:1]1[CH:5]=[CH:4][CH:3]=[C:2]1[C:6]([CH2:8]C(OCC)=O)=[O:7].[OH-].[K+].[N:16]([O-])=[O:17].[Na+].S(=O)(=O)(O)O. Product: [O:1]1[CH:5]=[CH:4][CH:3]=[C:2]1[C:6](=[O:7])/[CH:8]=[N:16]/[OH:17]. The catalyst class is: 809.